Predict which catalyst facilitates the given reaction. From a dataset of Catalyst prediction with 721,799 reactions and 888 catalyst types from USPTO. (1) Reactant: [F:1][C:2]1[CH:10]=[C:9]2[C:5]([CH2:6][CH2:7][C:8]2=O)=[CH:4][C:3]=1[N:12]1[CH2:17][CH2:16][O:15][CH2:14][CH2:13]1.[Cl-].[OH:19][NH3+:20].C([O-])(=O)C.[Na+].O. Product: [F:1][C:2]1[CH:10]=[C:9]2[C:5]([CH2:6][CH2:7][C:8]2=[N:20][OH:19])=[CH:4][C:3]=1[N:12]1[CH2:17][CH2:16][O:15][CH2:14][CH2:13]1. The catalyst class is: 162. (2) Reactant: Cl[C:2]1[C:11]([CH:12]=[O:13])=[CH:10][C:9]2[C:4](=[CH:5][CH:6]=[C:7]([O:14][CH3:15])[CH:8]=2)[N:3]=1.[CH2:16]([NH2:23])[C:17]1[CH:22]=[CH:21][CH:20]=[CH:19][CH:18]=1. Product: [CH2:16]([NH:23][C:2]1[C:11]([CH:12]=[O:13])=[CH:10][C:9]2[C:4](=[CH:5][CH:6]=[C:7]([O:14][CH3:15])[CH:8]=2)[N:3]=1)[C:17]1[CH:22]=[CH:21][CH:20]=[CH:19][CH:18]=1. The catalyst class is: 1. (3) Reactant: [I:1][C:2]1[N:3]=[CH:4][NH:5][CH:6]=1.[C:7]1([C:13](Cl)([C:20]2[CH:25]=[CH:24][CH:23]=[CH:22][CH:21]=2)[C:14]2[CH:19]=[CH:18][CH:17]=[CH:16][CH:15]=2)[CH:12]=[CH:11][CH:10]=[CH:9][CH:8]=1.C(N(CC)CC)C. Product: [I:1][C:2]1[N:3]=[CH:4][N:5]([C:13]([C:7]2[CH:12]=[CH:11][CH:10]=[CH:9][CH:8]=2)([C:20]2[CH:21]=[CH:22][CH:23]=[CH:24][CH:25]=2)[C:14]2[CH:15]=[CH:16][CH:17]=[CH:18][CH:19]=2)[CH:6]=1. The catalyst class is: 3. (4) Reactant: [Cl-].[CH3:2][O:3][CH2:4][N+:5]1([CH3:10])[CH2:9][CH2:8][CH2:7][CH2:6]1.[F:11][P-:12]([F:17])([F:16])([F:15])([F:14])[F:13].[K+]. Product: [F:11][P-:12]([F:17])([F:16])([F:15])([F:14])[F:13].[CH3:2][O:3][CH2:4][N+:5]1([CH3:10])[CH2:9][CH2:8][CH2:7][CH2:6]1. The catalyst class is: 6. (5) Reactant: [CH2:1]([O:3][C:4]([C:6]1[CH:11]=[C:10]([C:12]2[N:13]=[C:14]([C:17]3[CH:22]=[CH:21][N:20]=[CH:19][CH:18]=3)[S:15][CH:16]=2)[C:9](=[O:23])[NH:8][C:7]=1[CH2:24][CH2:25]O)=[O:5])[CH3:2].S(Cl)(C)(=O)=O.[N:32]1[CH:37]=[CH:36][CH:35]=[CH:34]C=1. Product: [CH2:1]([O:3][C:4]([C:6]1[CH:11]=[C:10]([C:12]2[N:13]=[C:14]([C:17]3[CH:18]=[CH:19][N:20]=[CH:21][CH:22]=3)[S:15][CH:16]=2)[C:9](=[O:23])[NH:8][C:7]=1[CH2:24][CH2:25][N:32]1[CH2:34][CH2:35][CH2:36][CH2:37]1)=[O:5])[CH3:2]. The catalyst class is: 2. (6) Reactant: [CH:1]([N:4]([C:29]1[CH:34]=[CH:33][CH:32]=[CH:31][CH:30]=1)[C:5](=[O:28])[CH2:6][N:7]1[C:16](=[O:17])[CH2:15][C:14]2[N:10]([C:11]([C:18]3[CH:23]=[CH:22][CH:21]=[CH:20][CH:19]=3)=[N:12][N:13]=2)[C:9]2[CH:24]=[CH:25][CH:26]=[CH:27][C:8]1=2)([CH3:3])[CH3:2].N1CCCCC1.[NH:41]1[C:49]2[C:44](=[CH:45][CH:46]=[CH:47][CH:48]=2)[C:43]([CH:50]=O)=[CH:42]1. Product: [NH:41]1[C:49]2[C:44](=[CH:45][CH:46]=[CH:47][CH:48]=2)[C:43]([CH:50]=[C:15]2[C:14]3[N:10]([C:11]([C:18]4[CH:23]=[CH:22][CH:21]=[CH:20][CH:19]=4)=[N:12][N:13]=3)[C:9]3[CH:24]=[CH:25][CH:26]=[CH:27][C:8]=3[N:7]([CH2:6][C:5]([N:4]([CH:1]([CH3:3])[CH3:2])[C:29]3[CH:34]=[CH:33][CH:32]=[CH:31][CH:30]=3)=[O:28])[C:16]2=[O:17])=[CH:42]1. The catalyst class is: 11.